From a dataset of Full USPTO retrosynthesis dataset with 1.9M reactions from patents (1976-2016). Predict the reactants needed to synthesize the given product. The reactants are: [CH2:1]([N:3]([C:7]1[C:11]2[CH:12]=[N:13][C:14]([NH:17][C:18]([NH:20][C@@H:21]([C:23]3[CH:28]=[CH:27][CH:26]=[CH:25][CH:24]=3)[CH3:22])=[O:19])=[C:15]([F:16])[C:10]=2[NH:9][N:8]=1)C(=O)C)[CH3:2].Cl. Given the product [CH2:1]([NH:3][C:7]1[C:11]2[CH:12]=[N:13][C:14]([NH:17][C:18]([NH:20][C@@H:21]([C:23]3[CH:24]=[CH:25][CH:26]=[CH:27][CH:28]=3)[CH3:22])=[O:19])=[C:15]([F:16])[C:10]=2[NH:9][N:8]=1)[CH3:2], predict the reactants needed to synthesize it.